This data is from Full USPTO retrosynthesis dataset with 1.9M reactions from patents (1976-2016). The task is: Predict the reactants needed to synthesize the given product. (1) Given the product [C:10]([O:9][C:7](=[O:8])[NH:1][CH:2]([C:4](=[O:6])[NH:31][C:29]1[CH:28]=[CH:27][CH:26]=[CH:25][C:24]=1[NH:22][C:21]1[CH:20]=[CH:19][C:38]([O:39][CH2:40][CH3:41])=[CH:37][CH:42]=1)[CH3:3])([CH3:13])([CH3:12])[CH3:11], predict the reactants needed to synthesize it. The reactants are: [NH:1]([C:7]([O:9][C:10]([CH3:13])([CH3:12])[CH3:11])=[O:8])[C@H:2]([C:4]([OH:6])=O)[CH3:3].CCN=C=N[CH2:19][CH2:20][CH2:21][N:22]([CH3:24])C.[CH:25]1[CH:26]=[CH:27][C:28]2N(O)N=[N:31][C:29]=2C=1.CN1[CH2:41][CH2:40][O:39][CH2:38][CH2:37]1.[CH3:42]N(C=O)C. (2) Given the product [CH:26]([O:25][C:18]1[CH:17]=[C:16]([NH:7][CH:8]2[CH2:13][CH2:12][N:11]([CH3:14])[CH2:10][CH2:9]2)[CH:21]=[CH:20][C:19]=1[N+:22]([O-:24])=[O:23])([CH3:28])[CH3:27], predict the reactants needed to synthesize it. The reactants are: C(=O)([O-])[O-].[K+].[K+].[NH2:7][CH:8]1[CH2:13][CH2:12][N:11]([CH3:14])[CH2:10][CH2:9]1.F[C:16]1[CH:21]=[CH:20][C:19]([N+:22]([O-:24])=[O:23])=[C:18]([O:25][CH:26]([CH3:28])[CH3:27])[CH:17]=1.C(OCC)(=O)C. (3) Given the product [CH3:1][O:2][C:3]([C:4]1[C:5]([OH:11])=[CH:6][C:7](=[O:8])[N:13]([C:14]2[CH:19]=[CH:18][CH:17]=[CH:16][CH:15]=2)[N:12]=1)=[O:20], predict the reactants needed to synthesize it. The reactants are: [CH3:1][O:2][C:3](=[O:20])[C:4](=[N:12][NH:13][C:14]1[CH:19]=[CH:18][CH:17]=[CH:16][CH:15]=1)[C:5](=[O:11])[CH2:6][C:7](OC)=[O:8]. (4) Given the product [C:1]1([C:27]2[CH:28]=[CH:29][CH:30]=[CH:31][CH:32]=2)[CH:2]=[CH:3][C:4]([N:7]([C:37]2[CH:38]=[CH:39][C:34]([Cl:33])=[CH:35][CH:36]=2)[C:8]2[CH:13]=[CH:12][C:11]([C:14]3[C:19]4[O:20][C:21]5[CH:26]=[CH:25][CH:24]=[CH:23][C:22]=5[C:18]=4[CH:17]=[CH:16][CH:15]=3)=[CH:10][CH:9]=2)=[CH:5][CH:6]=1, predict the reactants needed to synthesize it. The reactants are: [C:1]1([C:27]2[CH:32]=[CH:31][CH:30]=[CH:29][CH:28]=2)[CH:6]=[CH:5][C:4]([NH:7][C:8]2[CH:13]=[CH:12][C:11]([C:14]3[C:19]4[O:20][C:21]5[CH:26]=[CH:25][CH:24]=[CH:23][C:22]=5[C:18]=4[CH:17]=[CH:16][CH:15]=3)=[CH:10][CH:9]=2)=[CH:3][CH:2]=1.[Cl:33][C:34]1[CH:39]=[CH:38][CH:37]=[CH:36][C:35]=1I.C(P(C(C)(C)C)C(C)(C)C)(C)(C)C.CC(C)([O-])C.[Na+]. (5) The reactants are: [Cl:1][C:2]1[CH:7]=[CH:6][C:5](I)=[CH:4][CH:3]=1.[NH:9]1[CH:13]=[CH:12][C:11]([C:14]([O:16][CH3:17])=[O:15])=[N:10]1.N1CCC[C@H]1C(O)=O.C([O-])([O-])=O.[K+].[K+]. Given the product [Cl:1][C:2]1[CH:7]=[CH:6][C:5]([N:9]2[CH:13]=[CH:12][C:11]([C:14]([O:16][CH3:17])=[O:15])=[N:10]2)=[CH:4][CH:3]=1, predict the reactants needed to synthesize it.